Task: Predict the reactants needed to synthesize the given product.. Dataset: Full USPTO retrosynthesis dataset with 1.9M reactions from patents (1976-2016) The reactants are: [Cl:1][C:2]1[CH:7]=[CH:6][C:5]([C:8]2[C:18]([CH:19](O)[C:20]3[N:25]=[C:24]([C:26]([O:28][CH3:29])=[O:27])[CH:23]=[CH:22][CH:21]=3)=[C:11]3[CH:12]=[CH:13][C:14]([O:16][CH3:17])=[CH:15][N:10]3[N:9]=2)=[CH:4][CH:3]=1.C([SiH](CC)CC)C.FC(F)(F)C(O)=O.C(=O)(O)[O-].[Na+]. Given the product [Cl:1][C:2]1[CH:7]=[CH:6][C:5]([C:8]2[C:18]([CH2:19][C:20]3[N:25]=[C:24]([C:26]([O:28][CH3:29])=[O:27])[CH:23]=[CH:22][CH:21]=3)=[C:11]3[CH:12]=[CH:13][C:14]([O:16][CH3:17])=[CH:15][N:10]3[N:9]=2)=[CH:4][CH:3]=1, predict the reactants needed to synthesize it.